From a dataset of Reaction yield outcomes from USPTO patents with 853,638 reactions. Predict the reaction yield, written as a fraction of the theoretical maximum amount of product (1.0 means a 100% yield; for example, 0.34 means a 34% yield). The reactants are [CH2:1]([C:9]1[CH:15]=[CH:14][C:12](N)=[CH:11][CH:10]=1)[C:2]1[CH:8]=[CH:7][C:5]([NH2:6])=[CH:4][CH:3]=1.C(OC([O:26][C:27]([CH3:30])([CH3:29])[CH3:28])=O)([O:26][C:27]([CH3:30])([CH3:29])[CH3:28])=O.C([NH:39][C:40]1C=CC=CC=1)NC1C=CC=CC=1.C1C[O:49]CC1. The catalyst is CCOCC. The product is [C:27]([O:26][NH:39][C:40]([C:12]1[CH:14]=[CH:15][C:9]([CH2:1][C:2]2[CH:8]=[CH:7][C:5]([NH2:6])=[CH:4][CH:3]=2)=[CH:10][CH:11]=1)=[O:49])([CH3:28])([CH3:29])[CH3:30]. The yield is 0.460.